This data is from Catalyst prediction with 721,799 reactions and 888 catalyst types from USPTO. The task is: Predict which catalyst facilitates the given reaction. (1) Reactant: [Br:1][C:2]1[CH:7]=[CH:6][C:5]([OH:8])=[C:4]([Cl:9])[CH:3]=1.C(=O)([O-])[O-].[Cs+].[Cs+].Br[CH2:17][CH:18]=[C:19]([CH3:21])[CH3:20].O. Product: [Br:1][C:2]1[CH:7]=[CH:6][C:5]([O:8][CH2:17][CH:18]=[C:19]([CH3:21])[CH3:20])=[C:4]([Cl:9])[CH:3]=1. The catalyst class is: 3. (2) Reactant: [Si:1]([O:8][CH2:9][C@:10]1([CH3:19])[S:16][CH2:15][CH2:14][N:13]=[C:12](SC)[CH2:11]1)([C:4]([CH3:7])([CH3:6])[CH3:5])([CH3:3])[CH3:2].[C:20]([C:22]1[CH:23]=[CH:24][C:25]([C:28]2[CH:33]=[CH:32][C:31]([C:34]3([C:37]([NH:39][NH2:40])=O)[CH2:36][CH2:35]3)=[CH:30][CH:29]=2)=[N:26][CH:27]=1)#[N:21]. Product: [Si:1]([O:8][CH2:9][C@:10]1([CH3:19])[S:16][CH2:15][CH2:14][N:13]2[C:37]([C:34]3([C:31]4[CH:32]=[CH:33][C:28]([C:25]5[CH:24]=[CH:23][C:22]([C:20]#[N:21])=[CH:27][N:26]=5)=[CH:29][CH:30]=4)[CH2:36][CH2:35]3)=[N:39][N:40]=[C:12]2[CH2:11]1)([C:4]([CH3:7])([CH3:6])[CH3:5])([CH3:3])[CH3:2]. The catalyst class is: 51. (3) Reactant: [CH3:1][CH:2]([CH3:26])[CH2:3][CH:4]=[CH:5][C@@H:6]1[CH2:10][C@@H:9]([O:11][CH2:12][C:13]([CH3:15])=[CH2:14])[CH2:8][N:7]1C(OCC1C=CC=CC=1)=O.[H][H]. Product: [CH2:12]([O:11][C@H:9]1[CH2:8][NH:7][C@H:6]([CH2:5][CH2:4][CH2:3][CH:2]([CH3:26])[CH3:1])[CH2:10]1)[CH:13]([CH3:15])[CH3:14]. The catalyst class is: 178. (4) Reactant: [CH2:1]([O:8][C:9]([N:11]1[CH2:15][CH2:14][CH:13]([CH:16]([N:22]=[N+]=[N-])[C:17]2[O:18][CH:19]=[CH:20][N:21]=2)[CH2:12]1)=[O:10])[C:2]1[CH:7]=[CH:6][CH:5]=[CH:4][CH:3]=1.C1(P(C2C=CC=CC=2)C2C=CC=CC=2)C=CC=CC=1.O. The catalyst class is: 7. Product: [CH2:1]([O:8][C:9]([N:11]1[CH2:15][CH2:14][CH:13]([CH:16]([NH2:22])[C:17]2[O:18][CH:19]=[CH:20][N:21]=2)[CH2:12]1)=[O:10])[C:2]1[CH:7]=[CH:6][CH:5]=[CH:4][CH:3]=1. (5) Reactant: [NH2:1][C:2]1[N:6]([C:7]2[CH:12]=[CH:11][C:10]([F:13])=[CH:9][C:8]=2[F:14])[N:5]=[CH:4][C:3]=1[C:15]([O:17]CC)=[O:16].[OH-].[Na+].Cl. Product: [NH2:1][C:2]1[N:6]([C:7]2[CH:12]=[CH:11][C:10]([F:13])=[CH:9][C:8]=2[F:14])[N:5]=[CH:4][C:3]=1[C:15]([OH:17])=[O:16]. The catalyst class is: 14. (6) Product: [OH:25][CH:13]([C:14](=[O:24])[NH:15][C@@H:16]([C:18]1[CH:19]=[CH:20][CH:21]=[CH:22][CH:23]=1)[CH3:17])[C@@H:8]([NH:7][C:6]([C@@H:53]([NH:57][C:58]([C@@H:59]([NH:61][C:62]([C:64]1[CH2:65][C:66]2[C:71]([C:72]=1[CH3:73])=[CH:70][CH:69]=[CH:68][CH:67]=2)=[O:63])[CH3:60])=[O:74])[CH2:52][C:45]1[C:46]2[C:51](=[CH:50][CH:49]=[CH:48][CH:47]=2)[NH:43][CH:44]=1)=[O:26])[CH2:9][CH2:10][CH2:11][CH3:12]. The catalyst class is: 4. Reactant: C(O[C:6](=[O:26])[NH:7][C@H:8]([CH:13]([OH:25])[C:14](=[O:24])[NH:15][C@@H:16]([C:18]1[CH:23]=[CH:22][CH:21]=[CH:20][CH:19]=1)[CH3:17])[CH2:9][CH2:10][CH2:11][CH3:12])(C)(C)C.FC(F)(F)C(O)=O.C(N(CC)C(C)C)(C)C.[NH:43]1[C:51]2[C:46](=[CH:47][CH:48]=[CH:49][CH:50]=2)[C:45]([CH2:52][C@H:53]([NH:57][C:58](=[O:74])[C@@H:59]([NH:61][C:62]([C:64]2[CH2:65][C:66]3[C:71]([C:72]=2[CH3:73])=[CH:70][CH:69]=[CH:68][CH:67]=3)=[O:63])[CH3:60])C(O)=O)=[CH:44]1.CN(C(ON1N=NC2C=CC=NC1=2)=[N+](C)C)C.F[P-](F)(F)(F)(F)F.